This data is from Forward reaction prediction with 1.9M reactions from USPTO patents (1976-2016). The task is: Predict the product of the given reaction. (1) Given the reactants [F:1][C:2]1[CH:3]=[C:4]([C:9]2[CH:18]=[CH:17][C:16]3[C:11](=[CH:12][CH:13]=[CH:14][CH:15]=3)[CH:10]=2)[CH:5]=[CH:6][C:7]=1I.[Cl:19][C:20]1[CH:25]=[CH:24][C:23](OB(O)O)=[CH:22][C:21]=1[F:30].C(=O)([O-])[O-].[K+].[K+].C1(P(C2C=CC=CC=2)C2C=CC=CC=2)C=CC=CC=1, predict the reaction product. The product is: [Cl:19][C:20]1[CH:25]=[CH:24][C:23]([C:7]2[CH:6]=[CH:5][C:4]([C:9]3[CH:18]=[CH:17][C:16]4[C:11](=[CH:12][CH:13]=[CH:14][CH:15]=4)[CH:10]=3)=[CH:3][C:2]=2[F:1])=[CH:22][C:21]=1[F:30]. (2) Given the reactants [NH2:1][CH2:2][C:3]([N:5]([C:7]1[CH:12]=[CH:11][C:10]([Cl:13])=[C:9]([CH2:14][O:15][C:16]2[C:24]3[N:23]=[C:22]([O:25][CH3:26])[N:21]([CH2:27][C:28]4[CH:33]=[CH:32][CH:31]=[CH:30][N:29]=4)[C:20]=3[CH:19]=[CH:18][CH:17]=2)[C:8]=1[Cl:34])[CH3:6])=[O:4].C(N(CC)CC)C.[C:42]([NH:45][CH:46]1[CH2:51][CH2:50][N:49]([CH2:52][CH2:53][C:54](O)=[O:55])[CH2:48][CH2:47]1)(=[O:44])[CH3:43].CN(C(ON1N=NC2C=CC=CC1=2)=[N+](C)C)C.F[P-](F)(F)(F)(F)F, predict the reaction product. The product is: [C:42]([NH:45][CH:46]1[CH2:47][CH2:48][N:49]([CH2:52][CH2:53][C:54]([NH:1][CH2:2][C:3]([N:5]([C:7]2[CH:12]=[CH:11][C:10]([Cl:13])=[C:9]([CH2:14][O:15][C:16]3[C:24]4[N:23]=[C:22]([O:25][CH3:26])[N:21]([CH2:27][C:28]5[CH:33]=[CH:32][CH:31]=[CH:30][N:29]=5)[C:20]=4[CH:19]=[CH:18][CH:17]=3)[C:8]=2[Cl:34])[CH3:6])=[O:4])=[O:55])[CH2:50][CH2:51]1)(=[O:44])[CH3:43]. (3) Given the reactants C(O)(C(F)(F)F)=O.[Cl:8][C:9]1[CH:14]=[CH:13][CH:12]=[C:11]([Cl:15])[C:10]=1[N:16]1[CH:41]=[CH:40][C:19]2[N:20]=[C:21]([NH:24][C:25]3[CH:26]=[C:27]([CH:37]=[CH:38][CH:39]=3)[CH2:28][NH:29]C(=O)OC(C)(C)C)[N:22]=[CH:23][C:18]=2[C:17]1=[O:42], predict the reaction product. The product is: [NH2:29][CH2:28][C:27]1[CH:26]=[C:25]([NH:24][C:21]2[N:22]=[CH:23][C:18]3[C:17](=[O:42])[N:16]([C:10]4[C:9]([Cl:8])=[CH:14][CH:13]=[CH:12][C:11]=4[Cl:15])[CH:41]=[CH:40][C:19]=3[N:20]=2)[CH:39]=[CH:38][CH:37]=1. (4) Given the reactants Br[C:2]1[CH:15]=[CH:14][C:5]([O:6][CH:7]2[CH2:12][CH2:11][N:10]([CH3:13])[CH2:9][CH2:8]2)=[C:4]([O:16][CH3:17])[CH:3]=1.[B:18]1([B:18]2[O:22][C:21]([CH3:24])([CH3:23])[C:20]([CH3:26])([CH3:25])[O:19]2)[O:22][C:21]([CH3:24])([CH3:23])[C:20]([CH3:26])([CH3:25])[O:19]1.CC([O-])=O.[K+], predict the reaction product. The product is: [CH3:17][O:16][C:4]1[CH:3]=[C:2]([B:18]2[O:22][C:21]([CH3:24])([CH3:23])[C:20]([CH3:26])([CH3:25])[O:19]2)[CH:15]=[CH:14][C:5]=1[O:6][CH:7]1[CH2:12][CH2:11][N:10]([CH3:13])[CH2:9][CH2:8]1. (5) The product is: [Cl:10][C:11]1[N:16]=[C:15]([NH:1][C@H:2]2[CH2:7][CH2:6][CH2:5][C@@H:4]([OH:8])[C@H:3]2[OH:9])[C:14]([F:18])=[CH:13][N:12]=1. Given the reactants [NH2:1][C@H:2]1[CH2:7][CH2:6][CH2:5][C@@H:4]([OH:8])[C@H:3]1[OH:9].[Cl:10][C:11]1[N:16]=[C:15](Cl)[C:14]([F:18])=[CH:13][N:12]=1.CCN(C(C)C)C(C)C, predict the reaction product. (6) Given the reactants [CH:1]([C:3]1[CH:8]=[CH:7][CH:6]=[CH:5][C:4]=1[S:9](Cl)(=[O:11])=[O:10])=[O:2].[CH3:13][NH:14][C:15]1[CH:20]=[CH:19][CH:18]=[CH:17][CH:16]=1.S(=O)(O)[O-].[Na+].C(=O)([O-])[O-].[Na+].[Na+], predict the reaction product. The product is: [CH:1]([C:3]1[CH:8]=[CH:7][CH:6]=[CH:5][C:4]=1[S:9]([N:14]([CH3:13])[C:15]1[CH:20]=[CH:19][CH:18]=[CH:17][CH:16]=1)(=[O:11])=[O:10])=[O:2]. (7) Given the reactants [N+:1]([C:4]1[C:11]([NH:12][C:13]2[CH:14]=[CH:15][C:16]3[C:20]4[CH:21]=[CH:22][CH:23]=[CH:24][C:19]=4[O:18][C:17]=3[CH:25]=2)=[CH:10][CH:9]=[CH:8][C:5]=1[C:6]#[N:7])([O-])=O.S(S([O-])=O)([O-])=O.[Na+].[Na+], predict the reaction product. The product is: [NH2:1][C:4]1[C:11]([NH:12][C:13]2[CH:14]=[CH:15][C:16]3[C:20]4[CH:21]=[CH:22][CH:23]=[CH:24][C:19]=4[O:18][C:17]=3[CH:25]=2)=[CH:10][CH:9]=[CH:8][C:5]=1[C:6]#[N:7].